Dataset: Catalyst prediction with 721,799 reactions and 888 catalyst types from USPTO. Task: Predict which catalyst facilitates the given reaction. Reactant: [Cl:1][C:2]1[C:3]([CH3:22])=[C:4](B2OC(C)(C)C(C)(C)O2)[C:5]([O:11][CH3:12])=[C:6]([C:8](=[O:10])[CH3:9])[CH:7]=1.Br[C:24]1[N:25]=[CH:26][S:27][CH:28]=1.C(=O)([O-])[O-].[Na+].[Na+]. Product: [Cl:1][C:2]1[C:3]([CH3:22])=[C:4]([C:24]2[N:25]=[CH:26][S:27][CH:28]=2)[C:5]([O:11][CH3:12])=[C:6]([C:8](=[O:10])[CH3:9])[CH:7]=1. The catalyst class is: 203.